Dataset: Forward reaction prediction with 1.9M reactions from USPTO patents (1976-2016). Task: Predict the product of the given reaction. (1) Given the reactants C(=O)([O-])[O-].[K+].[K+].[CH2:7]([N:11]([CH2:40][CH2:41][CH2:42][CH3:43])[CH2:12][CH2:13][S:14]([NH:17][C:18]1[CH:23]=[CH:22][C:21]([C:24]([C:26]2[N:34]3[C:29]([CH:30]=[CH:31][CH:32]=[CH:33]3)=[C:28]([O:35][CH3:36])[C:27]=2[CH3:37])=[O:25])=[CH:20][C:19]=1[O:38][CH3:39])(=[O:16])=[O:15])[CH2:8][CH2:9][CH3:10].Br[CH2:45][C:46]([O:48][CH2:49][C:50]1[CH:55]=[CH:54][CH:53]=[CH:52][CH:51]=1)=[O:47].O, predict the reaction product. The product is: [CH2:7]([N:11]([CH2:40][CH2:41][CH2:42][CH3:43])[CH2:12][CH2:13][S:14]([N:17]([CH2:45][C:46]([O:48][CH2:49][C:50]1[CH:55]=[CH:54][CH:53]=[CH:52][CH:51]=1)=[O:47])[C:18]1[CH:23]=[CH:22][C:21]([C:24]([C:26]2[N:34]3[C:29]([CH:30]=[CH:31][CH:32]=[CH:33]3)=[C:28]([O:35][CH3:36])[C:27]=2[CH3:37])=[O:25])=[CH:20][C:19]=1[O:38][CH3:39])(=[O:16])=[O:15])[CH2:8][CH2:9][CH3:10]. (2) Given the reactants [OH:1][C:2]1C=CC(C=O)=C(OC)C=1.Cl[C:13]1[CH:14]=[C:15]([CH:20]=[C:21](OC)[C:22]=1[OH:23])[C:16]([NH:18][OH:19])=[NH:17], predict the reaction product. The product is: [OH:23][C:22]1[CH:13]=[CH:14][C:15]([C:16]([NH:18][OH:19])=[NH:17])=[C:20]([O:1][CH3:2])[CH:21]=1. (3) Given the reactants [CH3:1][N:2]1[CH:6]=[C:5]([NH:7][C:8]([NH:10][C:11]2[CH:16]=[CH:15][C:14]([O:17][C:18]([F:21])([F:20])[F:19])=[CH:13][CH:12]=2)=[O:9])[N:4]=[C:3]1[C:22](O)=[O:23].CN(C(ON1N=NC2C=CC=NC1=2)=[N+](C)C)C.F[P-](F)(F)(F)(F)F.Cl.[Cl:50][CH2:51][CH2:52][CH2:53][NH2:54].C(N(CC)CC)C, predict the reaction product. The product is: [Cl:50][CH2:51][CH2:52][CH2:53][NH:54][C:22]([C:3]1[N:2]([CH3:1])[CH:6]=[C:5]([NH:7][C:8]([NH:10][C:11]2[CH:12]=[CH:13][C:14]([O:17][C:18]([F:21])([F:20])[F:19])=[CH:15][CH:16]=2)=[O:9])[N:4]=1)=[O:23]. (4) Given the reactants Cl[C:2]1[C:3]2[C:10]([C:11]([C:13]3[C:14]([F:33])=[C:15]([NH:20][S:21]([C:24]4[CH:29]=[CH:28][C:27]([CH2:30][CH2:31][CH3:32])=[CH:26][CH:25]=4)(=[O:23])=[O:22])[CH:16]=[CH:17][C:18]=3[F:19])=[O:12])=[CH:9][NH:8][C:4]=2[N:5]=[CH:6][N:7]=1.C(O)(C)C.[CH:38]1([NH2:41])[CH2:40][CH2:39]1.O, predict the reaction product. The product is: [CH:38]1([NH:41][C:2]2[C:3]3[C:10]([C:11]([C:13]4[C:14]([F:33])=[C:15]([NH:20][S:21]([C:24]5[CH:25]=[CH:26][C:27]([CH2:30][CH2:31][CH3:32])=[CH:28][CH:29]=5)(=[O:22])=[O:23])[CH:16]=[CH:17][C:18]=4[F:19])=[O:12])=[CH:9][NH:8][C:4]=3[N:5]=[CH:6][N:7]=2)[CH2:40][CH2:39]1. (5) Given the reactants ClC[C:3]([C:5]1[C:14]2[C:9](=[CH:10][CH:11]=[CH:12][C:13]=2[Br:15])[C:8]([Br:16])=[CH:7][CH:6]=1)=[O:4].S(=O)(=O)(O)[OH:18].N([O-])=O.[Na+].C(=O)([O-])[O-].[Na+].[Na+], predict the reaction product. The product is: [Br:16][C:8]1[C:9]2[C:14](=[C:13]([Br:15])[CH:12]=[CH:11][CH:10]=2)[C:5]([C:3]([OH:4])=[O:18])=[CH:6][CH:7]=1.[Br:15][C:13]1[C:14]2[C:9](=[C:8]([Br:16])[CH:7]=[CH:6][CH:5]=2)[CH:10]=[CH:11][CH:12]=1. (6) Given the reactants C(N(CC)C(C)C)(C)C.[Cl:10][C:11]1[CH:34]=[CH:33][C:14]([CH2:15][NH:16][C:17]([C:19]2[C:20](=[O:32])[C:21]3[CH:29]=[C:28]([CH2:30]Cl)[S:27][C:22]=3[N:23]([CH2:25][CH3:26])[CH:24]=2)=[O:18])=[CH:13][CH:12]=1.[O:35]1[C:39]2[CH:40]=[CH:41][CH:42]=[CH:43][C:38]=2[CH:37]=[C:36]1[CH:44]([OH:48])[CH2:45][NH:46][CH3:47], predict the reaction product. The product is: [O:35]1[C:39]2[CH:40]=[CH:41][CH:42]=[CH:43][C:38]=2[CH:37]=[C:36]1[CH:44]([OH:48])[CH2:45][N:46]([CH2:30][C:28]1[S:27][C:22]2[N:23]([CH2:25][CH3:26])[CH:24]=[C:19]([C:17]([NH:16][CH2:15][C:14]3[CH:33]=[CH:34][C:11]([Cl:10])=[CH:12][CH:13]=3)=[O:18])[C:20](=[O:32])[C:21]=2[CH:29]=1)[CH3:47]. (7) Given the reactants [Cl:1][C:2]1[CH:3]=[N:4][N:5]([CH3:16])[C:6]=1[C:7]1[N:8]=[C:9]([C:12]([O:14]C)=O)[S:10][CH:11]=1.[NH2:17][C@@H:18]([CH2:31][C:32]1[CH:37]=[CH:36][CH:35]=[C:34]([F:38])[CH:33]=1)[CH2:19][N:20]1[C:28](=[O:29])[C:27]2[C:22](=[CH:23][CH:24]=[CH:25][CH:26]=2)[C:21]1=[O:30].C(N(CC)C(C)C)(C)C.F[P-](F)(F)(F)(F)F.Br[P+](N1CCCC1)(N1CCCC1)N1CCCC1, predict the reaction product. The product is: [Cl:1][C:2]1[CH:3]=[N:4][N:5]([CH3:16])[C:6]=1[C:7]1[N:8]=[C:9]([C:12]([NH:17][C@@H:18]([CH2:31][C:32]2[CH:37]=[CH:36][CH:35]=[C:34]([F:38])[CH:33]=2)[CH2:19][N:20]2[C:28](=[O:29])[C:27]3[C:22](=[CH:23][CH:24]=[CH:25][CH:26]=3)[C:21]2=[O:30])=[O:14])[S:10][CH:11]=1.